Dataset: Full USPTO retrosynthesis dataset with 1.9M reactions from patents (1976-2016). Task: Predict the reactants needed to synthesize the given product. (1) Given the product [ClH:1].[CH3:10][NH:11][NH:12][C:4](=[NH:9])[C:5]([CH3:8])([CH3:7])[CH3:6], predict the reactants needed to synthesize it. The reactants are: [ClH:1].CO[C:4](=[NH:9])[C:5]([CH3:8])([CH3:7])[CH3:6].[CH3:10][NH:11][NH2:12]. (2) Given the product [Br:10][C:8]1[CH:7]=[CH:6][C:4]([NH2:5])=[C:3]([O:2][CH3:1])[CH:9]=1, predict the reactants needed to synthesize it. The reactants are: [CH3:1][O:2][C:3]1[CH:9]=[CH:8][CH:7]=[CH:6][C:4]=1[NH2:5].[Br:10]Br. (3) Given the product [F:6][C:7]1[C:12]([CH:13]=[CH2:1])=[C:11]([OH:15])[C:10]([O:16][CH3:17])=[CH:9][CH:8]=1, predict the reactants needed to synthesize it. The reactants are: [CH2:1]([Li])CCC.[F:6][C:7]1[C:12]([CH:13]=O)=[C:11]([OH:15])[C:10]([O:16][CH3:17])=[CH:9][CH:8]=1.Cl.C(OCC)(=O)C. (4) Given the product [F:15][C:16]1[CH:17]=[CH:18][CH:19]=[C:20]([C:38]#[N:39])[C:21]=1[C:22]1[CH:27]=[C:26]([C:2]2[N:6]3[CH:7]=[CH:8][C:9]([C:11]([F:14])([F:13])[F:12])=[N:10][C:5]3=[N:4][CH:3]=2)[CH:25]=[CH:24][C:23]=1[F:37], predict the reactants needed to synthesize it. The reactants are: Br[C:2]1[N:6]2[CH:7]=[CH:8][C:9]([C:11]([F:14])([F:13])[F:12])=[N:10][C:5]2=[N:4][CH:3]=1.[F:15][C:16]1[CH:17]=[CH:18][CH:19]=[C:20]([C:38]#[N:39])[C:21]=1[C:22]1[CH:27]=[C:26](B2OC(C)(C)C(C)(C)O2)[CH:25]=[CH:24][C:23]=1[F:37].